From a dataset of Full USPTO retrosynthesis dataset with 1.9M reactions from patents (1976-2016). Predict the reactants needed to synthesize the given product. The reactants are: [C:1]([NH:5][S:6]([C:9]1[CH:14]=[CH:13][CH:12]=[CH:11][C:10]=1[C:15]1[CH:20]=[CH:19][C:18](B(O)O)=[C:17]([F:24])[CH:16]=1)(=[O:8])=[O:7])([CH3:4])([CH3:3])[CH3:2].[NH2:25][C:26]1[N:31]=[C:30]([C:32]#[N:33])[C:29](Br)=[CH:28][N:27]=1. Given the product [NH2:25][C:26]1[N:31]=[C:30]([C:32]#[N:33])[C:29]([C:18]2[CH:19]=[CH:20][C:15]([C:10]3[C:9]([S:6]([NH:5][C:1]([CH3:4])([CH3:3])[CH3:2])(=[O:8])=[O:7])=[CH:14][CH:13]=[CH:12][CH:11]=3)=[CH:16][C:17]=2[F:24])=[CH:28][N:27]=1, predict the reactants needed to synthesize it.